Dataset: Reaction yield outcomes from USPTO patents with 853,638 reactions. Task: Predict the reaction yield, written as a fraction of the theoretical maximum amount of product (1.0 means a 100% yield; for example, 0.34 means a 34% yield). (1) The reactants are [CH3:1][C:2]1([C:7]2[CH:27]=[CH:26][C:10]3=[N:11][O:12][C:13]([C:14]4[CH:19]=[CH:18][C:17]([N:20]5[CH2:25][CH2:24][O:23][CH2:22][CH2:21]5)=[CH:16][CH:15]=4)=[C:9]3[CH:8]=2)OCC[O:3]1. The catalyst is C(O)=O. The product is [N:20]1([C:17]2[CH:18]=[CH:19][C:14]([C:13]3[O:12][N:11]=[C:10]4[CH:26]=[CH:27][C:7]([C:2](=[O:3])[CH3:1])=[CH:8][C:9]=34)=[CH:15][CH:16]=2)[CH2:25][CH2:24][O:23][CH2:22][CH2:21]1. The yield is 0.870. (2) The reactants are C(OC(=O)[NH:7][CH2:8][CH2:9][CH2:10][CH2:11][CH2:12][CH2:13][NH:14][CH2:15][C:16](=[O:33])[NH:17][C:18]1[CH:31]=[CH:30][C:29]2[NH:28][C:27](=[O:32])[C:26]3[C:21](=[CH:22][CH:23]=[CH:24][CH:25]=3)[C:20]=2[CH:19]=1)(C)(C)C.[F:35][C:36]([F:41])([F:40])[C:37]([OH:39])=[O:38]. The catalyst is ClCCl. The product is [F:35][C:36]([F:41])([F:40])[C:37]([OH:39])=[O:38].[NH2:7][CH2:8][CH2:9][CH2:10][CH2:11][CH2:12][CH2:13][NH:14][CH2:15][C:16]([NH:17][C:18]1[CH:31]=[CH:30][C:29]2[NH:28][C:27](=[O:32])[C:26]3[C:21](=[CH:22][CH:23]=[CH:24][CH:25]=3)[C:20]=2[CH:19]=1)=[O:33]. The yield is 0.650. (3) The reactants are CCN(C(C)C)C(C)C.[C:10]([O:14][C:15]([N:17]([CH2:29][C:30]([NH:32][NH2:33])=[O:31])[CH:18]1[CH2:21][N:20]([C:22]([O:24][C:25]([CH3:28])([CH3:27])[CH3:26])=[O:23])[CH2:19]1)=[O:16])([CH3:13])([CH3:12])[CH3:11].[CH2:34]([O:41][N:42]1[C:48](=[O:49])[N:47]2[CH2:50][C@H:43]1[CH2:44][CH2:45][CH:46]2[C:51](O)=[O:52])[C:35]1[CH:40]=[CH:39][CH:38]=[CH:37][CH:36]=1.CN(C(ON1N=NC2C=CC=NC1=2)=[N+](C)C)C.F[P-](F)(F)(F)(F)F. The catalyst is C(Cl)Cl. The product is [CH2:34]([O:41][N:42]1[C:48](=[O:49])[N:47]2[CH2:50][C@H:43]1[CH2:44][CH2:45][C@H:46]2[C:51]([NH:33][NH:32][C:30](=[O:31])[CH2:29][N:17]([C:15]([O:14][C:10]([CH3:11])([CH3:12])[CH3:13])=[O:16])[CH:18]1[CH2:21][N:20]([C:22]([O:24][C:25]([CH3:26])([CH3:27])[CH3:28])=[O:23])[CH2:19]1)=[O:52])[C:35]1[CH:36]=[CH:37][CH:38]=[CH:39][CH:40]=1. The yield is 0.860. (4) The reactants are [Br:1][C:2]1[C:3]([NH2:8])=[N:4][CH:5]=[N:6][CH:7]=1.[CH3:9][O:10][C:11]1[N:16]=[CH:15][C:14](B(O)O)=[CH:13][CH:12]=1.C(N(CC)C(C)C)(C)C. The catalyst is ClCCl.C([O-])(=O)C.[Cu+2].C([O-])(=O)C. The product is [Br:1][C:2]1[C:3]([NH:8][C:14]2[CH:15]=[N:16][C:11]([O:10][CH3:9])=[CH:12][CH:13]=2)=[N:4][CH:5]=[N:6][CH:7]=1. The yield is 0.0648.